Dataset: Peptide-MHC class I binding affinity with 185,985 pairs from IEDB/IMGT. Task: Regression. Given a peptide amino acid sequence and an MHC pseudo amino acid sequence, predict their binding affinity value. This is MHC class I binding data. (1) The peptide sequence is NARGEDTQMR. The MHC is HLA-A31:01 with pseudo-sequence HLA-A31:01. The binding affinity (normalized) is 0.309. (2) The peptide sequence is KTNSTVDVR. The MHC is HLA-A03:01 with pseudo-sequence HLA-A03:01. The binding affinity (normalized) is 0.303. (3) The peptide sequence is KVFDKSLLY. The MHC is HLA-B40:01 with pseudo-sequence HLA-B40:01. The binding affinity (normalized) is 0.0847. (4) The MHC is HLA-A68:01 with pseudo-sequence HLA-A68:01. The binding affinity (normalized) is 0.837. The peptide sequence is FSNTIQSYK.